Dataset: Reaction yield outcomes from USPTO patents with 853,638 reactions. Task: Predict the reaction yield, written as a fraction of the theoretical maximum amount of product (1.0 means a 100% yield; for example, 0.34 means a 34% yield). (1) The yield is 0.840. The product is [C:12]([O:11][C:9]([N:7]1[CH2:8][C@@H:4]([CH2:3][O:2][CH3:1])[CH2:5][C@H:6]1[C:16]([OH:18])=[O:17])=[O:10])([CH3:15])([CH3:13])[CH3:14]. The catalyst is C1COCC1.CO. The reactants are [CH3:1][O:2][CH2:3][C@@H:4]1[CH2:8][N:7]([C:9]([O:11][C:12]([CH3:15])([CH3:14])[CH3:13])=[O:10])[C@H:6]([C:16]([O:18]C)=[O:17])[CH2:5]1.[OH-].[Li+].O. (2) The yield is 0.320. The reactants are [C:1]([C:3]1[CH:4]=[C:5]([S:9]([N:12]([CH2:21][C:22]2[CH:27]=[C:26]([Cl:28])[CH:25]=[C:24]([Cl:29])[CH:23]=2)[CH2:13][C:14]2[CH:19]=[CH:18][C:17]([F:20])=[CH:16][CH:15]=2)(=[O:11])=[O:10])[CH:6]=[CH:7][CH:8]=1)#[N:2].B. The product is [NH2:2][CH2:1][C:3]1[CH:4]=[C:5]([S:9]([N:12]([CH2:21][C:22]2[CH:27]=[C:26]([Cl:28])[CH:25]=[C:24]([Cl:29])[CH:23]=2)[CH2:13][C:14]2[CH:15]=[CH:16][C:17]([F:20])=[CH:18][CH:19]=2)(=[O:11])=[O:10])[CH:6]=[CH:7][CH:8]=1. The catalyst is C1COCC1. (3) The reactants are [NH2:1][C:2]1[CH:7]=[CH:6][C:5]([C:8]2([C:11]([O:13][CH3:14])=[O:12])[CH2:10][CH2:9]2)=[CH:4][C:3]=1[C:15]#[C:16][Si](C)(C)C. The catalyst is CN(C=O)C.[Cu]I. The product is [NH:1]1[C:2]2[C:3](=[CH:4][C:5]([C:8]3([C:11]([O:13][CH3:14])=[O:12])[CH2:10][CH2:9]3)=[CH:6][CH:7]=2)[CH:15]=[CH:16]1. The yield is 0.510. (4) The reactants are [CH2:1]([S:4][C@:5]1([C:31]2[CH:36]=[CH:35][C:34]([C:37]3[CH:42]=[CH:41][CH:40]=[CH:39][CH:38]=3)=[CH:33][CH:32]=2)[CH2:9][N:8]([C:10](=[O:26])[C@@H:11]([NH:18][C:19]([O:21][C:22]([CH3:25])([CH3:24])[CH3:23])=[O:20])[CH2:12][CH2:13][CH2:14][CH2:15][CH:16]=[CH2:17])[C@H:7]([C:27]([O:29][CH3:30])=[O:28])[CH2:6]1)C=C.SC1N=CC=CC=1C(O)=O. The catalyst is ClCCl.CC1C=C(C)C(N2C(=[Ru](Cl)(Cl)=CC3C=CC=CC=3OC(C)C)N(C3C(C)=CC(C)=CC=3C)CC2)=C(C)C=1. The product is [C:34]1([C:37]2[CH:38]=[CH:39][CH:40]=[CH:41][CH:42]=2)[CH:33]=[CH:32][C:31]([C@@:5]23[CH2:9][N:8]([C@H:7]([C:27]([O:29][CH3:30])=[O:28])[CH2:6]2)[C:10](=[O:26])[C@@H:11]([NH:18][C:19]([O:21][C:22]([CH3:24])([CH3:25])[CH3:23])=[O:20])[CH2:12][CH2:13][CH2:14][CH2:15][CH:16]=[CH:17][CH2:1][S:4]3)=[CH:36][CH:35]=1. The yield is 0.740. (5) The reactants are Br[CH2:2][C:3]([C:5]1[CH:10]=[CH:9][C:8]([I:11])=[CH:7][CH:6]=1)=O.[NH2:12][C:13]1[C:18]([CH3:19])=[CH:17][CH:16]=[CH:15][N:14]=1.C(=O)(O)[O-].[Na+]. The catalyst is C(O)(C)C. The product is [I:11][C:8]1[CH:9]=[CH:10][C:5]([C:3]2[N:12]=[C:13]3[C:18]([CH3:19])=[CH:17][CH:16]=[CH:15][N:14]3[CH:2]=2)=[CH:6][CH:7]=1. The yield is 0.710. (6) The reactants are [H-].[Na+].[NH:3]1[CH2:8][C:7](=[O:9])[NH:6][CH2:5][C:4]1=[O:10].[CH:11]1([C@@H:17]([NH:19][C:20]([C:22]2[C:31]3[C:26](=[CH:27][CH:28]=[CH:29][CH:30]=3)[N:25]=[C:24]([C:32]3[CH:37]=[CH:36][CH:35]=[CH:34][CH:33]=3)[C:23]=2[CH2:38]Br)=[O:21])[CH3:18])[CH2:16][CH2:15][CH2:14][CH2:13][CH2:12]1.[Na+].[Cl-]. The catalyst is CN(C=O)C.CS(C)=O. The product is [CH:11]1([C@@H:17]([NH:19][C:20]([C:22]2[C:31]3[C:26](=[CH:27][CH:28]=[CH:29][CH:30]=3)[N:25]=[C:24]([C:32]3[CH:33]=[CH:34][CH:35]=[CH:36][CH:37]=3)[C:23]=2[CH2:38][N:3]2[CH2:8][C:7](=[O:9])[NH:6][CH2:5][C:4]2=[O:10])=[O:21])[CH3:18])[CH2:16][CH2:15][CH2:14][CH2:13][CH2:12]1. The yield is 0.450.